Predict the reactants needed to synthesize the given product. From a dataset of Full USPTO retrosynthesis dataset with 1.9M reactions from patents (1976-2016). (1) Given the product [Br:1][C:2]1[CH:3]=[CH:4][C:5]([C@@H:8]([N:10]2[CH2:14][C:13]([CH2:21][C:22]3([CH3:24])[CH2:23][O:34]3)([C:15]3[CH:16]=[CH:17][CH:18]=[CH:19][CH:20]=3)[O:12][C:11]2=[O:25])[CH3:9])=[CH:6][CH:7]=1, predict the reactants needed to synthesize it. The reactants are: [Br:1][C:2]1[CH:7]=[CH:6][C:5]([C@@H:8]([N:10]2[CH2:14][C:13]([CH2:21][C:22]([CH3:24])=[CH2:23])([C:15]3[CH:20]=[CH:19][CH:18]=[CH:17][CH:16]=3)[O:12][C:11]2=[O:25])[CH3:9])=[CH:4][CH:3]=1.C1C=C(Cl)C=C(C(OO)=[O:34])C=1. (2) Given the product [CH3:1][O:2][C:3]1[C:4]([NH:10][S:18]([C:14]2[CH:15]=[CH:16][CH:17]=[C:12]([F:11])[CH:13]=2)(=[O:20])=[O:19])=[N:5][CH:6]=[C:7]([CH3:9])[N:8]=1, predict the reactants needed to synthesize it. The reactants are: [CH3:1][O:2][C:3]1[C:4]([NH2:10])=[N:5][CH:6]=[C:7]([CH3:9])[N:8]=1.[F:11][C:12]1[CH:13]=[C:14]([S:18](Cl)(=[O:20])=[O:19])[CH:15]=[CH:16][CH:17]=1.